Dataset: Reaction yield outcomes from USPTO patents with 853,638 reactions. Task: Predict the reaction yield, written as a fraction of the theoretical maximum amount of product (1.0 means a 100% yield; for example, 0.34 means a 34% yield). The reactants are [CH:1]1([N:4]2[CH2:9][C:8]3([CH2:14][CH2:13][N:12]([S:15]([C:18]4[CH:23]=[CH:22][C:21](B5OC(C)(C)C(C)(C)O5)=[CH:20][CH:19]=4)(=[O:17])=[O:16])[CH2:11][CH2:10]3)[O:7][CH2:6][C:5]2=[O:33])[CH2:3][CH2:2]1.Br[C:35]1[CH:44]=[C:43]2[C:38]([CH:39]=[C:40]([NH:45][C:46]([CH:48]3[CH2:50][CH2:49]3)=[O:47])[CH:41]=[N:42]2)=[CH:37][CH:36]=1.C(=O)([O-])[O-].[K+].[K+]. The catalyst is O1CCOCC1.O.ClCCl.C1C=CC([P]([Pd]([P](C2C=CC=CC=2)(C2C=CC=CC=2)C2C=CC=CC=2)([P](C2C=CC=CC=2)(C2C=CC=CC=2)C2C=CC=CC=2)[P](C2C=CC=CC=2)(C2C=CC=CC=2)C2C=CC=CC=2)(C2C=CC=CC=2)C2C=CC=CC=2)=CC=1. The product is [CH:1]1([N:4]2[CH2:9][C:8]3([CH2:10][CH2:11][N:12]([S:15]([C:18]4[CH:19]=[CH:20][C:21]([C:35]5[CH:44]=[C:43]6[C:38]([CH:39]=[C:40]([NH:45][C:46]([CH:48]7[CH2:49][CH2:50]7)=[O:47])[CH:41]=[N:42]6)=[CH:37][CH:36]=5)=[CH:22][CH:23]=4)(=[O:17])=[O:16])[CH2:13][CH2:14]3)[O:7][CH2:6][C:5]2=[O:33])[CH2:3][CH2:2]1. The yield is 0.240.